From a dataset of Full USPTO retrosynthesis dataset with 1.9M reactions from patents (1976-2016). Predict the reactants needed to synthesize the given product. (1) Given the product [Cl:1][C:2]1[CH:7]=[C:6]([C:8]2[N:9]=[C:10]([N:21]3[CH2:26][CH2:25][CH:24]([C:27]#[N:28])[CH2:23][CH2:22]3)[C:11]3[C:17]([O:18][CH3:19])=[CH:16][N:15]=[CH:14][C:12]=3[N:13]=2)[CH:5]=[CH:4][N:3]=1, predict the reactants needed to synthesize it. The reactants are: [Cl:1][C:2]1[CH:7]=[C:6]([C:8]2[N:9]=[C:10](O)[C:11]3[C:17]([O:18][CH3:19])=[CH:16][N:15]=[CH:14][C:12]=3[N:13]=2)[CH:5]=[CH:4][N:3]=1.[NH:21]1[CH2:26][CH2:25][CH:24]([C:27]#[N:28])[CH2:23][CH2:22]1.C(OC(N1CCN(C2C3C(C4CC4)=CN=CC=3N=C(C3C=CN=C(Cl)C=3)N=2)CC1)=O)(C)(C)C. (2) Given the product [Br:1][C:2]1[CH:7]=[CH:6][C:5]([CH2:8][C:9]([NH2:12])=[O:10])=[CH:4][CH:3]=1, predict the reactants needed to synthesize it. The reactants are: [Br:1][C:2]1[CH:7]=[CH:6][C:5]([CH2:8][C:9](Cl)=[O:10])=[CH:4][CH:3]=1.[NH3:12]. (3) Given the product [Cl:16][CH2:8][C:7]1[C:2]([CH3:1])=[N:3][C:4]([C:10]([F:13])([F:12])[F:11])=[CH:5][CH:6]=1, predict the reactants needed to synthesize it. The reactants are: [CH3:1][C:2]1[C:7]([CH2:8]O)=[CH:6][CH:5]=[C:4]([C:10]([F:13])([F:12])[F:11])[N:3]=1.O=S(Cl)[Cl:16].CN(C=O)C. (4) Given the product [CH3:25][S:26]([CH2:30][C:3]1[C:4]2[C:9](=[CH:8][CH:7]=[C:6]([C:10]([N:12]3[CH2:18][C:17]4([CH3:20])[CH2:19][CH:13]3[CH2:14][C:15]([CH3:22])([CH3:21])[CH2:16]4)=[O:11])[CH:5]=2)[NH:1][CH:2]=1)(=[O:28])=[O:27], predict the reactants needed to synthesize it. The reactants are: [NH:1]1[C:9]2[C:4](=[CH:5][C:6]([C:10]([N:12]3[CH2:18][C:17]4([CH3:20])[CH2:19][CH:13]3[CH2:14][C:15]([CH3:22])([CH3:21])[CH2:16]4)=[O:11])=[CH:7][CH:8]=2)[CH:3]=[CH:2]1.C=O.[CH3:25][S:26]([O-:28])=[O:27].[Na+].[C:30](O)(=O)C. (5) Given the product [C:12]([O:16][C:17]([N:19]1[CH2:22][CH:21]([NH:23][C:32](=[O:33])[CH2:31][NH:30][C:28](=[O:29])[C:27]2[CH:35]=[C:36]([C:39]([F:42])([F:41])[F:40])[CH:37]=[CH:38][C:26]=2[C:25]([F:24])([F:43])[F:44])[CH2:20]1)=[O:18])([CH3:15])([CH3:13])[CH3:14], predict the reactants needed to synthesize it. The reactants are: CCN=C=NCCCN(C)C.[C:12]([O:16][C:17]([N:19]1[CH2:22][CH:21]([NH2:23])[CH2:20]1)=[O:18])([CH3:15])([CH3:14])[CH3:13].[F:24][C:25]([F:44])([F:43])[C:26]1[CH:38]=[CH:37][C:36]([C:39]([F:42])([F:41])[F:40])=[CH:35][C:27]=1[C:28]([NH:30][CH2:31][C:32](O)=[O:33])=[O:29]. (6) Given the product [NH:46]([CH2:50][C:51]1[O:52][C:53]([C:56]2[CH:57]=[C:58]([NH:62][C:63]([N:65]3[C@@H:71]4[CH2:72][N:68]([CH2:69][CH2:70]4)[C:67]4[CH:73]=[CH:74][C:75]([C:77]5[CH:82]=[CH:81][CH:80]=[C:79]([C:83]([F:86])([F:85])[F:84])[CH:78]=5)=[N:76][C:66]3=4)=[O:64])[CH:59]=[CH:60][CH:61]=2)=[CH:54][N:55]=1)[C:47]([NH2:49])=[NH:48], predict the reactants needed to synthesize it. The reactants are: NCC1OC(C2C=C(NC(N3[C@@H]4CN(CC4)C4C=CC(C5C=CC=C(C(F)(F)F)C=5)=NC3=4)=O)C=CC=2)=CN=1.FC(F)(F)C(O)=O.[NH:46]([CH2:50][C:51]1[O:52][C:53]([C:56]2[CH:57]=[C:58]([NH:62][C:63]([N:65]3[C@@H:71]4[CH2:72][N:68]([CH2:69][CH2:70]4)[C:67]4[CH:73]=[CH:74][C:75]([C:77]5[CH:82]=[CH:81][CH:80]=[C:79]([C:83]([F:86])([F:85])[F:84])[CH:78]=5)=[N:76][C:66]3=4)=[O:64])[CH:59]=[CH:60][CH:61]=2)=[CH:54][N:55]=1)[C:47]([NH2:49])=[NH:48].